From a dataset of Peptide-MHC class I binding affinity with 185,985 pairs from IEDB/IMGT. Regression. Given a peptide amino acid sequence and an MHC pseudo amino acid sequence, predict their binding affinity value. This is MHC class I binding data. (1) The peptide sequence is DTLVKSGLT. The MHC is HLA-A02:02 with pseudo-sequence HLA-A02:02. The binding affinity (normalized) is 0.300. (2) The peptide sequence is VHPVHAGPIA. The MHC is HLA-A29:02 with pseudo-sequence HLA-A29:02. The binding affinity (normalized) is 0. (3) The peptide sequence is FSILNRKAI. The MHC is HLA-B15:01 with pseudo-sequence HLA-B15:01. The binding affinity (normalized) is 0.0309. (4) The MHC is HLA-A01:01 with pseudo-sequence HLA-A01:01. The binding affinity (normalized) is 0.0782. The peptide sequence is ICISLSNSF. (5) The peptide sequence is SLLNNQFGT. The MHC is H-2-Kb with pseudo-sequence H-2-Kb. The binding affinity (normalized) is 0.0231. (6) The peptide sequence is AIIDYIAYM. The MHC is HLA-A69:01 with pseudo-sequence HLA-A69:01. The binding affinity (normalized) is 0.625. (7) The MHC is HLA-B44:02 with pseudo-sequence HLA-B44:02. The binding affinity (normalized) is 0.0847. The peptide sequence is FAEGVIAFL. (8) The peptide sequence is ALRGLPIRY. The MHC is HLA-A03:01 with pseudo-sequence HLA-A03:01. The binding affinity (normalized) is 0.633.